Predict the product of the given reaction. From a dataset of Forward reaction prediction with 1.9M reactions from USPTO patents (1976-2016). (1) Given the reactants O=[C:2]1[C:6]2[NH:7][C:8]([C:10]([O:12][CH3:13])=[O:11])=[CH:9][C:5]=2[CH2:4][CH2:3]1.[CH3:14][O:15][C:16]1[CH:17]=[C:18]([CH:22]=[CH:23][CH:24]=1)[CH2:19][Mg]Br, predict the reaction product. The product is: [CH3:14][O:15][C:16]1[CH:17]=[C:18]([CH:22]=[CH:23][CH:24]=1)[CH2:19][CH:2]1[C:6]2[NH:7][C:8]([C:10]([O:12][CH3:13])=[O:11])=[CH:9][C:5]=2[CH2:4][CH2:3]1. (2) Given the reactants C(Cl)(=O)C(Cl)=O.CS(C)=O.[C:11]([O:15][C:16](=[O:28])[N:17]([C@@H:19]([CH2:26]O)[CH2:20][C:21]1[S:22][CH:23]=[CH:24][CH:25]=1)[CH3:18])([CH3:14])([CH3:13])[CH3:12].[CH2:29]([N:31](CC)CC)C.C(O)(=O)C.CN.C(O)C.C([BH3-])#N.[Na+], predict the reaction product. The product is: [C:11]([O:15][C:16](=[O:28])[N:17]([CH3:18])[C@H:19]([CH2:20][C:21]1[S:22][CH:23]=[CH:24][CH:25]=1)[CH2:26][NH:31][CH3:29])([CH3:14])([CH3:13])[CH3:12]. (3) Given the reactants [CH3:1][C:2]1[CH:7]=[CH:6][C:5]([C:8]2[O:12][N:11]=[CH:10][C:9]=2[C:13]([OH:15])=O)=[CH:4][CH:3]=1.[C:16]1([N:22]2[CH2:27][CH2:26][NH:25][CH2:24][CH2:23]2)[CH:21]=[CH:20][CH:19]=[CH:18][CH:17]=1, predict the reaction product. The product is: [CH3:1][C:2]1[CH:3]=[CH:4][C:5]([C:8]2[O:12][N:11]=[CH:10][C:9]=2[C:13]([N:25]2[CH2:26][CH2:27][N:22]([C:16]3[CH:21]=[CH:20][CH:19]=[CH:18][CH:17]=3)[CH2:23][CH2:24]2)=[O:15])=[CH:6][CH:7]=1.